Task: Predict the reactants needed to synthesize the given product.. Dataset: Full USPTO retrosynthesis dataset with 1.9M reactions from patents (1976-2016) (1) Given the product [Cl:1][C:2]1[CH:19]=[C:18]([Cl:20])[CH:17]=[CH:16][C:3]=1[C:4]1[N:28]=[C:21]([C:22]2[CH:27]=[CH:26][CH:25]=[CH:24][CH:23]=2)[NH:29][C:11](=[O:13])[C:5]=1[C:6]([O:8][CH2:9][CH3:10])=[O:7], predict the reactants needed to synthesize it. The reactants are: [Cl:1][C:2]1[CH:19]=[C:18]([Cl:20])[CH:17]=[CH:16][C:3]=1[CH:4]=[C:5]([C:11]([O:13]CC)=O)[C:6]([O:8][CH2:9][CH3:10])=[O:7].[C:21]([NH2:29])(=[NH:28])[C:22]1[CH:27]=[CH:26][CH:25]=[CH:24][CH:23]=1.C(C1C(=O)C(Cl)=C(Cl)C(=O)C=1C#N)#N. (2) Given the product [Br:1][C:2]1[N:7]2[CH:8]=[CH:9][N:10]=[C:6]2[C:5]([NH:12][C:13]2[CH:14]=[CH:15][C:16]([N:22]3[CH2:23][CH2:24][O:25][CH2:26][CH2:27]3)=[C:17]([CH:21]=2)[C:18]([NH2:20])=[O:19])=[N:4][CH:3]=1, predict the reactants needed to synthesize it. The reactants are: [Br:1][C:2]1[N:7]2[CH:8]=[CH:9][N:10]=[C:6]2[C:5](Br)=[N:4][CH:3]=1.[NH2:12][C:13]1[CH:14]=[CH:15][C:16]([N:22]2[CH2:27][CH2:26][O:25][CH2:24][CH2:23]2)=[C:17]([CH:21]=1)[C:18]([NH2:20])=[O:19].C(N(CC)C(C)C)(C)C.CCOCC. (3) Given the product [OH:38][CH:36]([C:33]1[CH:34]=[CH:35][C:30]([O:29][CH2:28][CH2:27][C@@H:22]2[CH2:23][NH:24][CH2:25][CH2:26][N:21]2[C:19]([C:11]2[N:10]=[CH:9][N:8]([C@@H:3]3[CH2:4][CH2:5][CH2:6][CH2:7][C@:2]3([CH2:39][O:40][CH3:41])[OH:1])[C:12]=2[C:13]2[CH:18]=[CH:17][CH:16]=[CH:15][CH:14]=2)=[O:20])=[CH:31][CH:32]=1)[CH3:37], predict the reactants needed to synthesize it. The reactants are: [OH:1][C@@:2]1([CH2:39][O:40][CH3:41])[CH2:7][CH2:6][CH2:5][CH2:4][C@H:3]1[N:8]1[C:12]([C:13]2[CH:18]=[CH:17][CH:16]=[CH:15][CH:14]=2)=[C:11]([C:19]([N:21]2[CH2:26][CH2:25][NH:24][CH2:23][C@H:22]2[CH2:27][CH2:28][O:29][C:30]2[CH:35]=[CH:34][C:33]([C:36](=[O:38])[CH3:37])=[CH:32][CH:31]=2)=[O:20])[N:10]=[CH:9]1.C(C1C=CC=CC=1OC[C@H]1NCCN(C(OC(C)(C)C)=O)C1)#N.[BH4-].[Na+].C(=O)([O-])O.[Na+].